From a dataset of Peptide-MHC class I binding affinity with 185,985 pairs from IEDB/IMGT. Regression. Given a peptide amino acid sequence and an MHC pseudo amino acid sequence, predict their binding affinity value. This is MHC class I binding data. The peptide sequence is FIAEIDHWI. The MHC is HLA-A02:03 with pseudo-sequence HLA-A02:03. The binding affinity (normalized) is 0.551.